From a dataset of Reaction yield outcomes from USPTO patents with 853,638 reactions. Predict the reaction yield, written as a fraction of the theoretical maximum amount of product (1.0 means a 100% yield; for example, 0.34 means a 34% yield). The reactants are [F:1][C:2]1[CH:3]=[C:4]2[C:9](=[CH:10][CH:11]=1)[N:8]=[C:7]([C:12]1[CH:17]=[C:16]([O:18][CH3:19])[C:15]([O:20][CH3:21])=[C:14]([O:22][CH3:23])[CH:13]=1)[N:6]=[C:5]2[C:24](O)=[O:25].Cl.[CH3:28][O:29][C:30]1[CH:39]=[CH:38][CH:37]=[C:36]2[C:31]=1[CH2:32][CH2:33][NH:34][CH2:35]2. No catalyst specified. The product is [F:1][C:2]1[CH:3]=[C:4]2[C:9](=[CH:10][CH:11]=1)[N:8]=[C:7]([C:12]1[CH:13]=[C:14]([O:22][CH3:23])[C:15]([O:20][CH3:21])=[C:16]([O:18][CH3:19])[CH:17]=1)[N:6]=[C:5]2[C:24]([N:34]1[CH2:33][CH2:32][C:31]2[C:36](=[CH:37][CH:38]=[CH:39][C:30]=2[O:29][CH3:28])[CH2:35]1)=[O:25]. The yield is 0.411.